This data is from Reaction yield outcomes from USPTO patents with 853,638 reactions. The task is: Predict the reaction yield, written as a fraction of the theoretical maximum amount of product (1.0 means a 100% yield; for example, 0.34 means a 34% yield). (1) The yield is 0.696. The reactants are [NH2:1][CH2:2][C:3]([OH:5])=[O:4].C[N+](C)(C)C.[OH-].[C:12](#[N:15])[CH:13]=[CH2:14].Cl. The catalyst is O. The product is [C:12]([CH2:13][CH2:14][NH:1][CH2:2][C:3]([OH:5])=[O:4])#[N:15]. (2) The reactants are FC(F)(F)C(O)=O.[N:8]1([CH2:13][C:14]2[CH:33]=[CH:32][C:17]([O:18][C@H:19]3[CH2:22][C@H:21]([CH2:23][NH:24]C(=O)OC(C)(C)C)[CH2:20]3)=[CH:16][CH:15]=2)[CH2:12][CH2:11][CH2:10][CH2:9]1. The catalyst is ClCCl. The product is [N:8]1([CH2:13][C:14]2[CH:33]=[CH:32][C:17]([O:18][C@H:19]3[CH2:22][C@H:21]([CH2:23][NH2:24])[CH2:20]3)=[CH:16][CH:15]=2)[CH2:12][CH2:11][CH2:10][CH2:9]1. The yield is 0.910. (3) The reactants are [N:1]1[CH:6]=[CH:5][N:4]=[C:3]2[S:7][C:8](C(O)=O)=[CH:9][C:2]=12.C([N:15]([CH2:18]C)CC)C.C1C=CC(P(N=[N+]=[N-])(C2C=CC=CC=2)=[O:27])=CC=1.[C:37]([OH:41])([CH3:40])([CH3:39])[CH3:38]. No catalyst specified. The product is [N:1]1[CH:6]=[CH:5][N:4]=[C:3]2[S:7][C:8]([NH:15][C:18](=[O:27])[O:41][C:37]([CH3:40])([CH3:39])[CH3:38])=[CH:9][C:2]=12. The yield is 0.920. (4) The reactants are [C:1]([O:5][C:6]([N:8]1[CH2:12][CH2:11][CH:10]([C:13]2[NH:14][C:15]([C:18]3[CH:23]=[CH:22][C:21](Br)=[CH:20][CH:19]=3)=[CH:16][N:17]=2)[CH2:9]1)=[O:7])([CH3:4])([CH3:3])[CH3:2].[C:25]([O:29][C:30]([N:32]1[CH2:36][CH2:35][CH2:34][CH:33]1[C:37]1[NH:38][C:39]([C:42]2[CH:47]=[CH:46][C:45](B3OC(C)(C)C(C)(C)O3)=[CH:44][CH:43]=2)=[CH:40][N:41]=1)=[O:31])([CH3:28])([CH3:27])[CH3:26].C([O-])(O)=O.[Na+]. The catalyst is COCCOC.O. The product is [C:25]([O:29][C:30]([N:32]1[CH2:36][CH2:35][CH2:34][CH:33]1[C:37]1[NH:38][C:39]([C:42]2[CH:47]=[CH:46][C:45]([C:21]3[CH:22]=[CH:23][C:18]([C:15]4[NH:14][C:13]([CH:10]5[CH2:11][CH2:12][N:8]([C:6]([O:5][C:1]([CH3:4])([CH3:3])[CH3:2])=[O:7])[CH2:9]5)=[N:17][CH:16]=4)=[CH:19][CH:20]=3)=[CH:44][CH:43]=2)=[CH:40][N:41]=1)=[O:31])([CH3:28])([CH3:26])[CH3:27]. The yield is 0.640. (5) The product is [F:12][C:3]1[C:4]([C:8]([OH:10])=[O:9])=[N:5][CH:6]=[CH:7][C:2]=1[S:14][C:17]1[S:21][C:20]([NH:22][C:23]2[CH:28]=[CH:27][CH:26]=[CH:25][N:24]=2)=[N:19][CH:18]=1. The reactants are Cl[C:2]1[CH:7]=[CH:6][N:5]=[C:4]([C:8]([O:10]C)=[O:9])[C:3]=1[F:12].O.[SH2:14].[Na].Br[C:17]1[S:21][C:20]([NH:22][C:23]2[CH:28]=[CH:27][CH:26]=[CH:25][N:24]=2)=[N:19][CH:18]=1.C[O-].[Na+].Cl. The yield is 0.0400. The catalyst is CO.O.CN(C=O)C.